This data is from Full USPTO retrosynthesis dataset with 1.9M reactions from patents (1976-2016). The task is: Predict the reactants needed to synthesize the given product. (1) The reactants are: [CH:1]1([CH2:4][CH2:5][O:6][C:7]2[N:15]=[C:14]3[C:10]([N:11]=[C:12]([O:23][CH3:24])[N:13]3[CH2:16][CH2:17][CH:18]3[CH2:22][CH2:21]OC3)=[C:9]([NH2:25])[N:8]=2)[CH2:3][CH2:2]1.FC(F)(F)C(O)=O.[CH:33]1([CH2:36][CH2:37][O:38][C:39]2NC(N)=C3C(N=2)=NC(OC)=N3)CC1.BrCCCCC1CCCOC1. Given the product [CH:1]1([CH2:4][CH2:5][O:6][C:7]2[N:15]=[C:14]3[C:10]([N:11]=[C:12]([O:23][CH3:24])[N:13]3[CH2:16][CH2:17][CH2:18][CH2:22][CH:21]3[CH2:33][CH2:36][CH2:37][O:38][CH2:39]3)=[C:9]([NH2:25])[N:8]=2)[CH2:2][CH2:3]1, predict the reactants needed to synthesize it. (2) Given the product [C:46]([OH:48])(=[O:47])[C:45]([CH3:60])=[CH2:44].[C:46]([OH:48])(=[O:47])[C:45]([CH3:60])=[CH2:44].[C:46]([OH:48])(=[O:47])[C:45]([CH3:60])=[CH2:44].[CH2:29]([C:31]([CH2:36][OH:37])([CH2:34][OH:35])[CH2:32][CH3:33])[OH:30], predict the reactants needed to synthesize it. The reactants are: C(C(CCCC)COC(=O)C=C)C.C(O)(=O)C=C.C(O)(=O)C=C.C(O)(=O)C=C.[CH2:29]([C:31]([CH2:36][OH:37])([CH2:34][OH:35])[CH2:32][CH3:33])[OH:30].O1CC1=COC1C=[CH:60][C:45]([C:46]([O:48]C2C=CC(OC=C3OC3)=CC=2)=[O:47])=[CH:44]C=1.